This data is from Full USPTO retrosynthesis dataset with 1.9M reactions from patents (1976-2016). The task is: Predict the reactants needed to synthesize the given product. (1) Given the product [CH3:3][C:4]1([CH3:37])[CH2:9][CH:8]([N:10]2[CH:14]=[C:13]([C:15]3[CH:20]=[C:19]([CH3:21])[CH:18]=[C:17]([NH:22][C:23]4[CH:28]=[C:27]([C:29]([F:32])([F:30])[F:31])[CH:26]=[CH:25][N:24]=4)[N:16]=3)[N:12]=[N:11]2)[CH2:7][CH2:6][CH:5]1[C:33]([OH:35])=[O:34], predict the reactants needed to synthesize it. The reactants are: [OH-].[Na+].[CH3:3][C:4]1([CH3:37])[CH2:9][CH:8]([N:10]2[CH:14]=[C:13]([C:15]3[CH:20]=[C:19]([CH3:21])[CH:18]=[C:17]([NH:22][C:23]4[CH:28]=[C:27]([C:29]([F:32])([F:31])[F:30])[CH:26]=[CH:25][N:24]=4)[N:16]=3)[N:12]=[N:11]2)[CH2:7][CH2:6][CH:5]1[C:33]([O:35]C)=[O:34].O.CO. (2) Given the product [F:16][CH:10]([F:9])[C:11]([CH:2]1[C:21](=[O:20])[CH2:17][CH:18]2[CH:3]1[CH2:19]2)=[O:13], predict the reactants needed to synthesize it. The reactants are: [Li+].[CH3:2][CH:3]([N-]C(C)C)C.[F:9][CH:10]([F:16])[C:11]([O:13]CC)=O.[CH2:17]1[CH2:21][O:20][CH2:19][CH2:18]1. (3) Given the product [Cl:1][C:2]1[C:3]([F:24])=[C:4]([NH:8][C:9]2[C:18]3[C:13](=[CH:14][C:15]([O:22][CH3:23])=[C:16]([CH:19]([OH:21])[CH3:20])[CH:17]=3)[N:12]=[CH:11][N:10]=2)[CH:5]=[CH:6][CH:7]=1, predict the reactants needed to synthesize it. The reactants are: [Cl:1][C:2]1[C:3]([F:24])=[C:4]([NH:8][C:9]2[C:18]3[C:13](=[CH:14][C:15]([O:22][CH3:23])=[C:16]([C:19](=[O:21])[CH3:20])[CH:17]=3)[N:12]=[CH:11][N:10]=2)[CH:5]=[CH:6][CH:7]=1.[BH4-].[Na+]. (4) Given the product [CH3:46][O:45][C:43](=[O:44])[NH:42][C@@H:41]([CH2:47][C:48]([NH2:50])=[O:49])[C:40](=[O:70])[NH:39][C@@H:8]([CH2:1][C:2]1[CH:7]=[CH:6][CH:5]=[CH:4][CH:3]=1)[C@@H:9]([OH:38])[CH2:10][C@H:11]([CH2:12][C:13]1[CH:14]=[CH:15][C:16]([C:19]2[CH:24]=[CH:23][CH:22]=[CH:21][N:20]=2)=[CH:17][CH:18]=1)[NH:25][C:26](=[O:37])[C@H:27]([C:33]([CH3:36])([CH3:35])[CH3:34])[NH:28][C:29](=[O:30])[O:31][CH3:32], predict the reactants needed to synthesize it. The reactants are: [CH2:1]([C@H:8]([NH:39][C:40](=[O:70])[C@H:41]([CH2:47][C:48]([NH:50]C(C1C=CC=CC=1)(C1C=CC=CC=1)C1C=CC=CC=1)=[O:49])[NH:42][C:43]([O:45][CH3:46])=[O:44])[C@@H:9]([OH:38])[CH2:10][C@@H:11]([NH:25][C:26](=[O:37])[C@H:27]([C:33]([CH3:36])([CH3:35])[CH3:34])[NH:28][C:29]([O:31][CH3:32])=[O:30])[CH2:12][C:13]1[CH:18]=[CH:17][C:16]([C:19]2[CH:24]=[CH:23][CH:22]=[CH:21][N:20]=2)=[CH:15][CH:14]=1)[C:2]1[CH:7]=[CH:6][CH:5]=[CH:4][CH:3]=1.FC(F)(F)C(O)=O.